From a dataset of Reaction yield outcomes from USPTO patents with 853,638 reactions. Predict the reaction yield, written as a fraction of the theoretical maximum amount of product (1.0 means a 100% yield; for example, 0.34 means a 34% yield). (1) The reactants are [CH3:1][C:2]1[C:6]2[C:7](=[O:20])[N:8]([CH2:12][CH2:13][N:14]3[CH2:19][CH2:18][CH2:17][CH2:16][CH2:15]3)[CH2:9][CH2:10][CH2:11][C:5]=2[NH:4][C:3]=1[CH:21]=O.[F:23][C:24]1[CH:29]=[CH:28][C:27]([CH2:30][S:31]([C:34]2[CH:35]=[C:36]3[C:40](=[CH:41][CH:42]=2)[NH:39][C:38](=[O:43])[CH2:37]3)(=[O:33])=[O:32])=[CH:26][CH:25]=1.N1CCCCC1. The catalyst is C(O)C. The product is [F:23][C:24]1[CH:25]=[CH:26][C:27]([CH2:30][S:31]([C:34]2[CH:35]=[C:36]3[C:40](=[CH:41][CH:42]=2)[NH:39][C:38](=[O:43])/[C:37]/3=[CH:21]\[C:3]2[NH:4][C:5]3[CH2:11][CH2:10][CH2:9][N:8]([CH2:12][CH2:13][N:14]4[CH2:19][CH2:18][CH2:17][CH2:16][CH2:15]4)[C:7](=[O:20])[C:6]=3[C:2]=2[CH3:1])(=[O:33])=[O:32])=[CH:28][CH:29]=1. The yield is 0.760. (2) The product is [C:20]([C:17]1[S:16][C:15]([C:13]([NH:12][CH:8]([C:5]2[CH:6]=[CH:7][C:2]([B:32]3[O:33][C:34]([CH3:36])([CH3:35])[C:30]([CH3:46])([CH3:29])[O:31]3)=[CH:3][CH:4]=2)[C:9]([O:11][CH3:24])=[O:10])=[O:14])=[CH:19][CH:18]=1)([CH3:23])([CH3:22])[CH3:21]. The reactants are Br[C:2]1[CH:7]=[CH:6][C:5]([CH:8]([NH:12][C:13]([C:15]2[S:16][C:17]([C:20]([CH3:23])([CH3:22])[CH3:21])=[CH:18][CH:19]=2)=[O:14])[C:9]([O-:11])=[O:10])=[CH:4][CH:3]=1.[CH3:24]C([O-])=O.[K+].[CH3:29][C:30]1([CH3:46])[C:34]([CH3:36])([CH3:35])[O:33][B:32]([B:32]2[O:33][C:34]([CH3:36])([CH3:35])[C:30]([CH3:46])([CH3:29])[O:31]2)[O:31]1. The catalyst is CS(C)=O. The yield is 0.410.